From a dataset of Full USPTO retrosynthesis dataset with 1.9M reactions from patents (1976-2016). Predict the reactants needed to synthesize the given product. (1) Given the product [F:12][C:13]1[CH:20]=[CH:19][CH:18]=[CH:17][C:14]=1[CH2:15][N:5]1[C:6]2[C:11](=[CH:10][CH:9]=[CH:8][CH:7]=2)[C:3]([C:1]#[N:2])=[N:4]1, predict the reactants needed to synthesize it. The reactants are: [C:1]([C:3]1[C:11]2[C:6](=[CH:7][CH:8]=[CH:9][CH:10]=2)[NH:5][N:4]=1)#[N:2].[F:12][C:13]1[CH:20]=[CH:19][CH:18]=[CH:17][C:14]=1[CH2:15]Br.[H-].[Na+]. (2) Given the product [CH2:23]([O:11][C:10]([CH:2]1[CH2:3][C@@H:4]2[C@H:9]([CH2:8][CH2:7][CH2:6][CH2:5]2)[NH:1]1)=[O:12])[C:13]1[CH:18]=[CH:17][CH:16]=[CH:15][CH:14]=1.[CH3:23][C:13]1[CH:18]=[CH:17][C:16]([S:19]([OH:22])(=[O:21])=[O:20])=[CH:15][CH:14]=1, predict the reactants needed to synthesize it. The reactants are: [NH:1]1[C@@H:9]2[C@H:4]([CH2:5][CH2:6][CH2:7][CH2:8]2)[CH2:3][CH:2]1[C:10]([OH:12])=[O:11].[C:13]1([CH3:23])[CH:18]=[CH:17][C:16]([S:19]([OH:22])(=[O:21])=[O:20])=[CH:15][CH:14]=1.C(O)C1C=CC=CC=1.